From a dataset of NCI-60 drug combinations with 297,098 pairs across 59 cell lines. Regression. Given two drug SMILES strings and cell line genomic features, predict the synergy score measuring deviation from expected non-interaction effect. (1) Synergy scores: CSS=-2.30, Synergy_ZIP=-1.28, Synergy_Bliss=-2.05, Synergy_Loewe=-3.57, Synergy_HSA=-5.81. Cell line: SK-MEL-28. Drug 1: CCN(CC)CCNC(=O)C1=C(NC(=C1C)C=C2C3=C(C=CC(=C3)F)NC2=O)C. Drug 2: C1C(C(OC1N2C=NC3=C2NC=NCC3O)CO)O. (2) Drug 1: CC(C)NC(=O)C1=CC=C(C=C1)CNNC.Cl. Drug 2: CCC1(C2=C(COC1=O)C(=O)N3CC4=CC5=C(C=CC(=C5CN(C)C)O)N=C4C3=C2)O.Cl. Cell line: MALME-3M. Synergy scores: CSS=3.63, Synergy_ZIP=-8.87, Synergy_Bliss=-15.9, Synergy_Loewe=-37.9, Synergy_HSA=-13.4. (3) Drug 1: CCC1(CC2CC(C3=C(CCN(C2)C1)C4=CC=CC=C4N3)(C5=C(C=C6C(=C5)C78CCN9C7C(C=CC9)(C(C(C8N6C)(C(=O)OC)O)OC(=O)C)CC)OC)C(=O)OC)O.OS(=O)(=O)O. Drug 2: CC1=C(C(=O)C2=C(C1=O)N3CC4C(C3(C2COC(=O)N)OC)N4)N. Cell line: M14. Synergy scores: CSS=43.0, Synergy_ZIP=-6.58, Synergy_Bliss=-5.32, Synergy_Loewe=-2.43, Synergy_HSA=-2.33. (4) Drug 1: CC(CN1CC(=O)NC(=O)C1)N2CC(=O)NC(=O)C2. Drug 2: COC1=CC(=CC(=C1O)OC)C2C3C(COC3=O)C(C4=CC5=C(C=C24)OCO5)OC6C(C(C7C(O6)COC(O7)C8=CC=CS8)O)O. Cell line: CAKI-1. Synergy scores: CSS=52.7, Synergy_ZIP=-4.65, Synergy_Bliss=-2.77, Synergy_Loewe=1.82, Synergy_HSA=4.09. (5) Drug 1: CCC(=C(C1=CC=CC=C1)C2=CC=C(C=C2)OCCN(C)C)C3=CC=CC=C3.C(C(=O)O)C(CC(=O)O)(C(=O)O)O. Drug 2: CC1CCC2CC(C(=CC=CC=CC(CC(C(=O)C(C(C(=CC(C(=O)CC(OC(=O)C3CCCCN3C(=O)C(=O)C1(O2)O)C(C)CC4CCC(C(C4)OC)OCCO)C)C)O)OC)C)C)C)OC. Cell line: NCI-H322M. Synergy scores: CSS=6.11, Synergy_ZIP=-2.64, Synergy_Bliss=-4.07, Synergy_Loewe=-0.202, Synergy_HSA=-3.23. (6) Drug 1: CN1CCC(CC1)COC2=C(C=C3C(=C2)N=CN=C3NC4=C(C=C(C=C4)Br)F)OC. Drug 2: CCC(=C(C1=CC=CC=C1)C2=CC=C(C=C2)OCCN(C)C)C3=CC=CC=C3.C(C(=O)O)C(CC(=O)O)(C(=O)O)O. Cell line: RPMI-8226. Synergy scores: CSS=3.96, Synergy_ZIP=4.22, Synergy_Bliss=11.9, Synergy_Loewe=2.97, Synergy_HSA=4.13.